From a dataset of NCI-60 drug combinations with 297,098 pairs across 59 cell lines. Regression. Given two drug SMILES strings and cell line genomic features, predict the synergy score measuring deviation from expected non-interaction effect. (1) Drug 1: CCCS(=O)(=O)NC1=C(C(=C(C=C1)F)C(=O)C2=CNC3=C2C=C(C=N3)C4=CC=C(C=C4)Cl)F. Drug 2: C1=CC(=CC=C1CC(C(=O)O)N)N(CCCl)CCCl.Cl. Cell line: HT29. Synergy scores: CSS=28.9, Synergy_ZIP=-4.39, Synergy_Bliss=-4.65, Synergy_Loewe=-20.2, Synergy_HSA=-4.59. (2) Drug 1: COC1=CC(=CC(=C1O)OC)C2C3C(COC3=O)C(C4=CC5=C(C=C24)OCO5)OC6C(C(C7C(O6)COC(O7)C8=CC=CS8)O)O. Drug 2: C1=NC2=C(N=C(N=C2N1C3C(C(C(O3)CO)O)O)F)N. Cell line: LOX IMVI. Synergy scores: CSS=34.6, Synergy_ZIP=2.14, Synergy_Bliss=1.11, Synergy_Loewe=-23.6, Synergy_HSA=-0.966.